This data is from Forward reaction prediction with 1.9M reactions from USPTO patents (1976-2016). The task is: Predict the product of the given reaction. (1) Given the reactants C([O:3][C:4](=[O:34])[CH2:5][CH2:6][C:7]1[CH:12]=[CH:11][C:10]([O:13][C:14]2[CH:19]=[C:18]([CH3:20])[CH:17]=[C:16]([O:21][C:22]3[CH:27]=[CH:26][C:25]([C:28]([F:31])([F:30])[F:29])=[CH:24][C:23]=3Br)[CH:15]=2)=[CH:9][C:8]=1[CH3:33])C.[C:35]1([CH3:42])[C:40]([OH:41])=[CH:39][CH:38]=[CH:37][CH:36]=1, predict the reaction product. The product is: [CH3:33][C:8]1[CH:9]=[C:10]([O:13][C:14]2[CH:15]=[C:16]([O:21][C:22]3[CH:23]=[CH:24][C:25]([C:28]([F:30])([F:31])[F:29])=[CH:26][C:27]=3[O:41][C:40]3[CH:39]=[CH:38][CH:37]=[CH:36][C:35]=3[CH3:42])[CH:17]=[C:18]([CH3:20])[CH:19]=2)[CH:11]=[CH:12][C:7]=1[CH2:6][CH2:5][C:4]([OH:34])=[O:3]. (2) The product is: [CH3:1][O:2][C:3]1[CH:4]=[CH:5][C:6]([N:9]2[C:13]3[C:14](=[O:31])[N:15]([C:18]4[CH:19]=[CH:20][C:21]([N:24]5[CH2:29][CH2:28][CH2:27][CH2:26][C:25]5=[O:30])=[CH:22][CH:23]=4)[CH2:16][CH2:17][C:12]=3[C:11]([C:32]([NH2:39])=[O:34])=[N:10]2)=[CH:7][CH:8]=1. Given the reactants [CH3:1][O:2][C:3]1[CH:8]=[CH:7][C:6]([N:9]2[C:13]3[C:14](=[O:31])[N:15]([C:18]4[CH:23]=[CH:22][C:21]([N:24]5[CH2:29][CH2:28][CH2:27][CH2:26][C:25]5=[O:30])=[CH:20][CH:19]=4)[CH2:16][CH2:17][C:12]=3[C:11]([C:32]([O:34]CC)=O)=[N:10]2)=[CH:5][CH:4]=1.C([NH2:39])=O.C[O-].[Na+], predict the reaction product. (3) Given the reactants [NH2:1][C:2]1[N:7]=[CH:6][C:5]([C:8]([N:10]2[C@@H:15]([CH3:16])[CH2:14][O:13][CH2:12][C@H:11]2[CH3:17])=[O:9])=[CH:4][CH:3]=1.[C:18]([O:21][CH2:22][C:23]1[C:24]([N:38]2[CH2:50][CH2:49][N:41]3[C:42]4[CH2:43][CH2:44][CH2:45][CH2:46][C:47]=4[CH:48]=[C:40]3[C:39]2=[O:51])=[N:25][CH:26]=[CH:27][C:28]=1[C:29]1[CH:34]=[C:33](Br)[C:32](=[O:36])[N:31]([CH3:37])[CH:30]=1)(=[O:20])[CH3:19].C(=O)([O-])[O-].[Cs+].[Cs+].CC1(C)C2C(=C(P(C3C=CC=CC=3)C3C=CC=CC=3)C=CC=2)OC2C(P(C3C=CC=CC=3)C3C=CC=CC=3)=CC=CC1=2, predict the reaction product. The product is: [C:18]([O:21][CH2:22][C:23]1[C:24]([N:38]2[CH2:50][CH2:49][N:41]3[C:42]4[CH2:43][CH2:44][CH2:45][CH2:46][C:47]=4[CH:48]=[C:40]3[C:39]2=[O:51])=[N:25][CH:26]=[CH:27][C:28]=1[C:29]1[CH:34]=[C:33]([NH:1][C:2]2[CH:3]=[CH:4][C:5]([C:8]([N:10]3[C@@H:15]([CH3:16])[CH2:14][O:13][CH2:12][C@H:11]3[CH3:17])=[O:9])=[CH:6][N:7]=2)[C:32](=[O:36])[N:31]([CH3:37])[CH:30]=1)(=[O:20])[CH3:19]. (4) Given the reactants [NH2:1][C:2]1[CH:3]=[C:4]([CH:15]=[CH:16][C:17]=1[S:18][C:19]1[CH:24]=[CH:23][C:22]([OH:25])=[CH:21][CH:20]=1)[C:5]([NH:7][C:8]1[CH:13]=[CH:12][C:11]([Br:14])=[CH:10][CH:9]=1)=[O:6].C([C:28]1[C:29]([N:34]=[CH:35][N:36]([CH3:38])C)=[N:30][CH:31]=[CH:32][CH:33]=1)#N, predict the reaction product. The product is: [Br:14][C:11]1[CH:12]=[CH:13][C:8]([NH:7][C:5](=[O:6])[C:4]2[CH:15]=[CH:16][C:17]([S:18][C:19]3[CH:24]=[CH:23][C:22]([OH:25])=[CH:21][CH:20]=3)=[C:2]([NH:1][C:38]3[C:28]4[CH:33]=[CH:32][CH:31]=[N:30][C:29]=4[N:34]=[CH:35][N:36]=3)[CH:3]=2)=[CH:9][CH:10]=1. (5) Given the reactants [C:1]([O:5][C:6]([N:8]1[CH2:13][CH2:12][NH:11][C@@H:10]([C:14]([OH:16])=[O:15])[CH2:9]1)=[O:7])([CH3:4])([CH3:3])[CH3:2].[Cl:17][C:18]1[CH:23]=[CH:22][C:21](B(O)O)=[CH:20][CH:19]=1.N1C=CC=C[CH:28]=1, predict the reaction product. The product is: [CH3:28][O:15][C:14]([C@@H:10]1[N:11]([C:21]2[CH:22]=[CH:23][C:18]([Cl:17])=[CH:19][CH:20]=2)[CH2:12][CH2:13][N:8]([C:6]([O:5][C:1]([CH3:4])([CH3:2])[CH3:3])=[O:7])[CH2:9]1)=[O:16]. (6) Given the reactants [F:1][C:2]([F:15])([F:14])[C:3]1[CH:4]=[C:5]([CH:7]=[C:8]([C:10]([F:13])([F:12])[F:11])[CH:9]=1)[NH2:6].C(N(CC)C(C)C)(C)C.Cl[C:26]([O:28][C:29]1[CH:34]=[CH:33][CH:32]=[CH:31][CH:30]=1)=[O:27], predict the reaction product. The product is: [C:29]1([O:28][C:26](=[O:27])[NH:6][C:5]2[CH:4]=[C:3]([C:2]([F:14])([F:15])[F:1])[CH:9]=[C:8]([C:10]([F:11])([F:12])[F:13])[CH:7]=2)[CH:34]=[CH:33][CH:32]=[CH:31][CH:30]=1.